This data is from Retrosynthesis with 50K atom-mapped reactions and 10 reaction types from USPTO. The task is: Predict the reactants needed to synthesize the given product. (1) Given the product N#Cc1cccc(CCCO)c1, predict the reactants needed to synthesize it. The reactants are: N#Cc1cccc(C=CCO)c1. (2) Given the product CCOCn1ccc(=O)[nH]c1=S, predict the reactants needed to synthesize it. The reactants are: CCOCCl.O=c1cc[nH]c(=S)[nH]1. (3) The reactants are: COC(=O)C1CCC(c2ncc(-c3ccc(NC(=O)Nc4ccccc4)cc3)s2)CC1. Given the product O=C(Nc1ccccc1)Nc1ccc(-c2cnc(C3CCC(C(=O)O)CC3)s2)cc1, predict the reactants needed to synthesize it. (4) The reactants are: O=C(Cl)c1ccc(Cl)cc1Cl.O=C1CC(=O)N(c2ccc(NC(=O)c3ccccc3)cc2)c2ccc3ccccc3c2N1. Given the product O=C1CC(=O)N(c2ccc(NC(=O)c3ccc(Cl)cc3Cl)cc2)c2ccc3ccccc3c2N1, predict the reactants needed to synthesize it. (5) Given the product CS(=O)(=O)NCc1ccc(C(=O)OCC(=O)O)cc1, predict the reactants needed to synthesize it. The reactants are: CS(=O)(=O)NCc1ccc(C(=O)OCC(=O)OCc2ccccc2)cc1. (6) Given the product COc1ccc2c3c1O[C@@H]1[C@]34CCN(CC3CC3)[C@H](C2)[C@]42CC[C@@]1(OC)[C@@H](CS(=O)Cc1ccccc1)C2, predict the reactants needed to synthesize it. The reactants are: COc1ccc2c3c1O[C@@H]1[C@]34CCN(CC3CC3)[C@H](C2)[C@]42CC[C@@]1(OC)[C@@H](CSCc1ccccc1)C2.O=C(OO)c1cccc(Cl)c1.